This data is from Catalyst prediction with 721,799 reactions and 888 catalyst types from USPTO. The task is: Predict which catalyst facilitates the given reaction. (1) Reactant: [OH:1][C:2]1([C:15]2[S:16][C:17]([C:20]3[CH:25]=[C:24]([NH:26][C:27]4[N:32]=[C:31]([C:33]([F:36])([F:35])[F:34])[CH:30]=[CH:29][N:28]=4)[CH:23]=[C:22]([CH3:37])[CH:21]=3)=[CH:18][N:19]=2)[CH2:7][CH2:6][N:5](C(OCCCC)=O)[CH2:4][CH2:3]1.C(O)(C(F)(F)F)=O.C([O-])(O)=O.[Na+]. Product: [CH3:37][C:22]1[CH:21]=[C:20]([C:17]2[S:16][C:15]([C:2]3([OH:1])[CH2:3][CH2:4][NH:5][CH2:6][CH2:7]3)=[N:19][CH:18]=2)[CH:25]=[C:24]([NH:26][C:27]2[N:32]=[C:31]([C:33]([F:35])([F:36])[F:34])[CH:30]=[CH:29][N:28]=2)[CH:23]=1. The catalyst class is: 2. (2) Reactant: [CH3:1][CH:2]1[N:15]2[C:6]([CH2:7][O:8][C:9]3[C:14]2=[CH:13][C:12]([N+:16]([O-])=O)=[C:11]([O:19][C:20]2[CH:25]=[CH:24][CH:23]=[CH:22][CH:21]=2)[CH:10]=3)=[N:5][NH:4][C:3]1=[O:26]. Product: [NH2:16][C:12]1[CH:13]=[C:14]2[C:9](=[CH:10][C:11]=1[O:19][C:20]1[CH:25]=[CH:24][CH:23]=[CH:22][CH:21]=1)[O:8][CH2:7][C:6]1[N:15]2[CH:2]([CH3:1])[C:3](=[O:26])[NH:4][N:5]=1. The catalyst class is: 94. (3) Reactant: [NH2:1][CH2:2][CH2:3][NH:4][C:5]([O:7][C:8]([CH3:11])([CH3:10])[CH3:9])=[O:6].C(N(CC)CC)C.[CH3:19][S:20](Cl)(=[O:22])=[O:21].O. Product: [CH3:19][S:20]([NH:1][CH2:2][CH2:3][NH:4][C:5](=[O:6])[O:7][C:8]([CH3:11])([CH3:10])[CH3:9])(=[O:22])=[O:21]. The catalyst class is: 4. (4) Reactant: [C:1]1([C:7]2[C:15]3[C:10](=[CH:11][CH:12]=[C:13]([C:16]([O:18][CH3:19])=[O:17])[CH:14]=3)[NH:9][C:8]=2[C:20]2[CH:25]=[CH:24][CH:23]=[CH:22][CH:21]=2)[CH2:6][CH2:5][CH2:4][CH2:3][CH:2]=1.C([O-])=O.[NH4+]. Product: [CH:1]1([C:7]2[C:15]3[C:10](=[CH:11][CH:12]=[C:13]([C:16]([O:18][CH3:19])=[O:17])[CH:14]=3)[NH:9][C:8]=2[C:20]2[CH:25]=[CH:24][CH:23]=[CH:22][CH:21]=2)[CH2:6][CH2:5][CH2:4][CH2:3][CH2:2]1. The catalyst class is: 19. (5) Reactant: [N:1]([CH:4]1[C:12]2[C:7](=[C:8]([CH3:13])[CH:9]=[CH:10][CH:11]=2)[CH2:6][CH2:5]1)=[N+]=[N-].C1(P(C2C=CC=CC=2)C2C=CC=CC=2)C=CC=CC=1.Cl. Product: [CH3:13][C:8]1[CH:9]=[CH:10][CH:11]=[C:12]2[C:7]=1[CH2:6][CH2:5][CH:4]2[NH2:1]. The catalyst class is: 20. (6) Reactant: Br[C:2]1[CH:3]=[C:4]([CH:9]=[CH:10][C:11]=1[C:12]([CH3:15])([CH3:14])[CH3:13])[C:5]([O:7][CH3:8])=[O:6].P([O-])([O-])([O-])=O.[K+].[K+].[K+].C1(P(C2CCCCC2)C2C=CC=CC=2[C:37]2[C:42]([O:43][CH3:44])=[CH:41][CH:40]=[CH:39][C:38]=2OC)CCCCC1.[OH2:53].[C:54]1(C)[CH:59]=CC=[CH:56][CH:55]=1. Product: [CH2:59]([O:53][C:39]1[CH:40]=[CH:41][C:42]([O:43][CH3:44])=[CH:37][C:38]=1[C:2]1[C:11]([C:12]([CH3:15])([CH3:14])[CH3:13])=[CH:10][CH:9]=[C:4]([C:5]([O:7][CH3:8])=[O:6])[CH:3]=1)[CH2:54][CH2:55][CH3:56]. The catalyst class is: 110.